Dataset: Catalyst prediction with 721,799 reactions and 888 catalyst types from USPTO. Task: Predict which catalyst facilitates the given reaction. (1) Reactant: C([O:8][C:9]1[CH:14]=[CH:13][C:12]([C:15]2[C:16](=[O:29])[N:17]([CH3:28])[C:18]([CH2:21][CH:22]3[CH2:27][CH2:26][CH2:25][CH2:24][CH2:23]3)=[N:19][CH:20]=2)=[CH:11][C:10]=1[F:30])C1C=CC=CC=1. Product: [CH:22]1([CH2:21][C:18]2[N:17]([CH3:28])[C:16](=[O:29])[C:15]([C:12]3[CH:13]=[CH:14][C:9]([OH:8])=[C:10]([F:30])[CH:11]=3)=[CH:20][N:19]=2)[CH2:27][CH2:26][CH2:25][CH2:24][CH2:23]1. The catalyst class is: 67. (2) Reactant: Br[C:2]1[CH:7]=[CH:6][C:5]([C:8]([N:10]2[CH2:15][CH2:14][N:13]([C:16]3[C:21]([CH3:22])=[CH:20][C:19]([CH3:23])=[CH:18][N:17]=3)[CH2:12][CH2:11]2)=[O:9])=[CH:4][C:3]=1[F:24].[I-:25].[Na+]. Product: [CH3:22][C:21]1[C:16]([N:13]2[CH2:14][CH2:15][N:10]([C:8]([C:5]3[CH:6]=[CH:7][C:2]([I:25])=[C:3]([F:24])[CH:4]=3)=[O:9])[CH2:11][CH2:12]2)=[N:17][CH:18]=[C:19]([CH3:23])[CH:20]=1. The catalyst class is: 205. (3) Reactant: C(Cl)(=O)C(Cl)=O.CS(C)=O.[CH2:11]([N:13]([CH2:24][CH3:25])[C:14]([C:16]1[CH:23]=[CH:22][C:19]([CH2:20][OH:21])=[CH:18][CH:17]=1)=[O:15])[CH3:12].C(N(CC)CC)C. Product: [CH2:24]([N:13]([CH2:11][CH3:12])[C:14]([C:16]1[CH:17]=[CH:18][C:19]([CH:20]=[O:21])=[CH:22][CH:23]=1)=[O:15])[CH3:25]. The catalyst class is: 46.